From a dataset of Full USPTO retrosynthesis dataset with 1.9M reactions from patents (1976-2016). Predict the reactants needed to synthesize the given product. (1) Given the product [Br:1][C:2]1[CH:7]=[CH:6][C:5]([N:8]2[CH2:12][CH2:11][C:10]([F:14])([F:13])[CH2:9]2)=[C:4]([CH:3]=1)[NH2:15], predict the reactants needed to synthesize it. The reactants are: [Br:1][C:2]1[CH:7]=[CH:6][C:5]([N:8]2[CH2:12][CH2:11][C:10]([F:14])([F:13])[CH2:9]2)=[C:4]([N+:15]([O-])=O)[CH:3]=1.BrC1C=CC(N(CC(C)C)CC(C)C)=C([N+]([O-])=O)C=1.BrC1C=C(N)C(N(CC(C)C)CC(C)C)=CC=1. (2) Given the product [Cl:1][C:2]1[CH:3]=[CH:4][C:5]2[N:11]3[C:12]([CH:15]([F:16])[F:17])=[N:13][N:14]=[C:10]3[C@H:9]([CH2:18][C:19]3[O:20][C:21]([CH2:24][CH2:25][C:26]([OH:28])=[O:27])=[CH:22][N:23]=3)[O:8][C@@H:7]([C:30]3[CH:35]=[CH:34][CH:33]=[C:32]([O:36][CH3:37])[C:31]=3[O:38][CH3:39])[C:6]=2[CH:40]=1, predict the reactants needed to synthesize it. The reactants are: [Cl:1][C:2]1[CH:3]=[CH:4][C:5]2[N:11]3[C:12]([CH:15]([F:17])[F:16])=[N:13][N:14]=[C:10]3[C@H:9]([CH2:18][C:19]3[O:20][C:21]([CH2:24][CH2:25][C:26]([O:28]C)=[O:27])=[CH:22][N:23]=3)[O:8][C@@H:7]([C:30]3[CH:35]=[CH:34][CH:33]=[C:32]([O:36][CH3:37])[C:31]=3[O:38][CH3:39])[C:6]=2[CH:40]=1.C(=O)([O-])[O-].[K+].[K+].Cl.